From a dataset of Full USPTO retrosynthesis dataset with 1.9M reactions from patents (1976-2016). Predict the reactants needed to synthesize the given product. (1) Given the product [CH2:27]([N:34]1[CH2:39][CH2:38][CH:37]([NH:40][C:2]2[CH:7]=[C:6]([C:8]3[N:9]([CH2:23][CH2:24][O:25][CH3:26])[C:10]([S:20]([CH3:22])=[O:21])=[N:11][C:12]=3[C:13]3[CH:14]=[CH:15][C:16]([F:19])=[CH:17][CH:18]=3)[CH:5]=[CH:4][N:3]=2)[CH2:36][CH2:35]1)[C:28]1[CH:29]=[CH:30][CH:31]=[CH:32][CH:33]=1, predict the reactants needed to synthesize it. The reactants are: F[C:2]1[CH:7]=[C:6]([C:8]2[N:9]([CH2:23][CH2:24][O:25][CH3:26])[C:10]([S:20]([CH3:22])=[O:21])=[N:11][C:12]=2[C:13]2[CH:18]=[CH:17][C:16]([F:19])=[CH:15][CH:14]=2)[CH:5]=[CH:4][N:3]=1.[CH2:27]([N:34]1[CH2:39][CH2:38][CH:37]([NH2:40])[CH2:36][CH2:35]1)[C:28]1[CH:33]=[CH:32][CH:31]=[CH:30][CH:29]=1. (2) Given the product [C:1]([O:5][C:6](=[O:45])[C@@H:7]([NH2:37])[CH2:8][C:9]1[CH:14]=[CH:13][C:12]([N:15]2[CH2:19][C:18](=[O:20])[N:17]([CH2:21][CH2:22][Si:23]([CH3:26])([CH3:25])[CH3:24])[S:16]2(=[O:27])=[O:28])=[C:11]([O:29][CH2:30][C:31]2[CH:32]=[CH:33][CH:34]=[CH:35][CH:36]=2)[CH:10]=1)([CH3:4])([CH3:2])[CH3:3], predict the reactants needed to synthesize it. The reactants are: [C:1]([O:5][C:6](=[O:45])[C@@H:7]([NH:37]C(OC(C)(C)C)=O)[CH2:8][C:9]1[CH:14]=[CH:13][C:12]([N:15]2[CH2:19][C:18](=[O:20])[N:17]([CH2:21][CH2:22][Si:23]([CH3:26])([CH3:25])[CH3:24])[S:16]2(=[O:28])=[O:27])=[C:11]([O:29][CH2:30][C:31]2[CH:36]=[CH:35][CH:34]=[CH:33][CH:32]=2)[CH:10]=1)([CH3:4])([CH3:3])[CH3:2].C(O)(C(F)(F)F)=O.C([O-])(O)=O.[Na+]. (3) Given the product [CH3:1][O:2][C:3](=[O:27])[C:4]1[CH:9]=[CH:8][C:7]([CH2:10][N:11]2[C:15]3[CH:16]=[C:17]([CH2:21][N:42]=[N+:43]=[N-:44])[CH:18]=[C:19]([CH3:20])[C:14]=3[N:13]=[C:12]2[CH2:23][CH2:24][CH3:25])=[CH:6][C:5]=1[F:26], predict the reactants needed to synthesize it. The reactants are: [CH3:1][O:2][C:3](=[O:27])[C:4]1[CH:9]=[CH:8][C:7]([CH2:10][N:11]2[C:15]3[CH:16]=[C:17]([CH2:21]O)[CH:18]=[C:19]([CH3:20])[C:14]=3[N:13]=[C:12]2[CH2:23][CH2:24][CH3:25])=[CH:6][C:5]=1[F:26].CCN(C(C)C)C(C)C.CS(Cl)(=O)=O.[N-:42]=[N+:43]=[N-:44].[Na+]. (4) Given the product [CH2:1]([N:9]([CH2:29][CH2:30][C:31]1[CH:32]=[CH:33][CH:34]=[CH:35][CH:36]=1)[C:10]1[CH:11]=[C:12]([S:16][C:17]2[CH:22]=[CH:21][C:20]([CH2:23][C:24]([OH:26])=[O:25])=[CH:19][CH:18]=2)[CH:13]=[CH:14][CH:15]=1)[CH2:2][C:3]1[CH:4]=[CH:5][CH:6]=[CH:7][CH:8]=1, predict the reactants needed to synthesize it. The reactants are: [CH2:1]([N:9]([CH2:29][CH2:30][C:31]1[CH:36]=[CH:35][CH:34]=[CH:33][CH:32]=1)[C:10]1[CH:11]=[C:12]([S:16][C:17]2[CH:22]=[CH:21][C:20]([CH2:23][C:24]([O:26]CC)=[O:25])=[CH:19][CH:18]=2)[CH:13]=[CH:14][CH:15]=1)[CH2:2][C:3]1[CH:8]=[CH:7][CH:6]=[CH:5][CH:4]=1.[OH-].[Na+].O.C(O)C. (5) Given the product [Cl:11][C:12]1[CH:21]=[CH:20][C:15]([C:16]2[N:19]=[C:4]([C:3]([CH3:9])([CH3:8])[C:1]#[N:2])[NH:6][N:7]=2)=[CH:14][CH:13]=1, predict the reactants needed to synthesize it. The reactants are: [C:1]([C:3]([CH3:9])([CH3:8])[C:4]([NH:6][NH2:7])=O)#[N:2].Cl.[Cl:11][C:12]1[CH:21]=[CH:20][C:15]([C:16](=[NH:19])OC)=[CH:14][CH:13]=1. (6) Given the product [C:3]([C@:5]([CH2:30][O:31][CH3:32])([C@@H:10]([C:21]1[CH:26]=[CH:25][CH:24]=[CH:23][C:22]=1[O:27][CH3:28])[C:11]1[CH:12]=[N:13][C:14]2[C:19]([CH:20]=1)=[CH:18][CH:17]=[CH:16][CH:15]=2)[C:6]([O:8][CH3:9])=[O:7])#[N:4], predict the reactants needed to synthesize it. The reactants are: [H-].[Na+].[C:3]([CH:5]([CH:10]([C:21]1[CH:26]=[CH:25][CH:24]=[CH:23][C:22]=1[O:27][CH3:28])[C:11]1[CH:12]=[N:13][C:14]2[C:19]([CH:20]=1)=[CH:18][CH:17]=[CH:16][CH:15]=2)[C:6]([O:8][CH3:9])=[O:7])#[N:4].Cl[CH2:30][O:31][CH3:32]. (7) Given the product [C:1]([C:5]1[CH:10]=[C:9]([C:11]([CH3:14])([CH3:13])[CH3:12])[CH:8]=[C:7]([CH:16]([N:25]([CH3:26])[CH3:24])[C:17]2[CH:22]=[CH:21][CH:20]=[CH:19][CH:18]=2)[C:6]=1[OH:15])([CH3:4])([CH3:3])[CH3:2], predict the reactants needed to synthesize it. The reactants are: [C:1]([C:5]1[CH:10]=[C:9]([C:11]([CH3:14])([CH3:13])[CH3:12])[CH:8]=[CH:7][C:6]=1[OH:15])([CH3:4])([CH3:3])[CH3:2].[CH:16](=O)[C:17]1[CH:22]=[CH:21][CH:20]=[CH:19][CH:18]=1.[CH3:24][NH:25][CH3:26].